This data is from Peptide-MHC class II binding affinity with 134,281 pairs from IEDB. The task is: Regression. Given a peptide amino acid sequence and an MHC pseudo amino acid sequence, predict their binding affinity value. This is MHC class II binding data. (1) The peptide sequence is TPTNASHIQSAVVCG. The MHC is HLA-DPA10201-DPB10501 with pseudo-sequence HLA-DPA10201-DPB10501. The binding affinity (normalized) is 0. (2) The binding affinity (normalized) is 0.554. The MHC is DRB1_0801 with pseudo-sequence DRB1_0801. The peptide sequence is YPMEIRPRKTHESHL. (3) The peptide sequence is LVGPTPVNIIGRNMLTQIGC. The MHC is HLA-DPA10103-DPB10401 with pseudo-sequence HLA-DPA10103-DPB10401. The binding affinity (normalized) is 0.243. (4) The peptide sequence is INTPTAAAIAYGLDR. The MHC is HLA-DQA10401-DQB10402 with pseudo-sequence HLA-DQA10401-DQB10402. The binding affinity (normalized) is 0.563. (5) The peptide sequence is DPHLPTLLLGSSGSGGDDDDPHGPVQLSYYD. The MHC is DRB1_1301 with pseudo-sequence DRB1_1301. The binding affinity (normalized) is 0. (6) The peptide sequence is NDFLKTGHYTQMVWA. The MHC is HLA-DQA10101-DQB10501 with pseudo-sequence HLA-DQA10101-DQB10501. The binding affinity (normalized) is 0.262. (7) The peptide sequence is YDKKLANVSTVLTGK. The MHC is DRB1_1101 with pseudo-sequence DRB1_1101. The binding affinity (normalized) is 0.449.